The task is: Predict which catalyst facilitates the given reaction.. This data is from Catalyst prediction with 721,799 reactions and 888 catalyst types from USPTO. (1) Reactant: Br[C:2]1[CH:3]=[CH:4][C:5]([N:10]2[CH2:29][CH2:28][C:13]3[N:14]=[CH:15][N:16]=[C:17]([NH:18][CH2:19][C:20]4[CH:21]=[N:22][C:23]([O:26][CH3:27])=[CH:24][CH:25]=4)[C:12]=3[CH2:11]2)=[C:6]([CH:9]=1)[C:7]#[N:8].[CH3:30]B(O)O.P([O-])([O-])([O-])=O.[K+].[K+].[K+].C1(P(C2CCCCC2)C2CCCCC2)CCCCC1. Product: [CH3:27][O:26][C:23]1[N:22]=[CH:21][C:20]([CH2:19][NH:18][C:17]2[C:12]3[CH2:11][N:10]([C:5]4[CH:4]=[CH:3][C:2]([CH3:30])=[CH:9][C:6]=4[C:7]#[N:8])[CH2:29][CH2:28][C:13]=3[N:14]=[CH:15][N:16]=2)=[CH:25][CH:24]=1. The catalyst class is: 706. (2) Reactant: [CH3:1][CH2:2][C:3]([C:5]1[CH:10]=[CH:9][C:8]([Cl:11])=[CH:7][CH:6]=1)=[O:4].C([O:16][N:17]=O)(C)(C)C.O1CCCC1.Cl.C(=O)([O-])[O-].[Na+].[Na+].CC1CCCCC1. Product: [Cl:11][C:8]1[CH:7]=[CH:6][C:5]([C:3](=[O:4])/[C:2](=[N:17]/[OH:16])/[CH3:1])=[CH:10][CH:9]=1. The catalyst class is: 170.